This data is from Reaction yield outcomes from USPTO patents with 853,638 reactions. The task is: Predict the reaction yield, written as a fraction of the theoretical maximum amount of product (1.0 means a 100% yield; for example, 0.34 means a 34% yield). (1) The reactants are [CH3:1][O:2][CH2:3][C@H:4]([CH3:38])[O:5][C:6]1[CH:7]=[C:8]2[C:12](=[C:13]([N:15]([CH3:25])[S:16]([C:19]3[CH:24]=[CH:23][CH:22]=[CH:21][N:20]=3)(=[O:18])=[O:17])[CH:14]=1)[NH:11][C:10]([C:26]1[S:27][CH:28]([CH2:31][N:32]3[CH2:37][CH2:36][S:35][CH2:34][CH2:33]3)[CH2:29][N:30]=1)=[CH:9]2.ClC1C=CC=C(C(OO)=[O:47])C=1.S([O-])([O-])(=O)=S.[Na+].[Na+]. The catalyst is ClCCl.C(OCC)(=O)C. The product is [CH3:1][O:2][CH2:3][C@H:4]([CH3:38])[O:5][C:6]1[CH:7]=[C:8]2[C:12](=[C:13]([N:15]([CH3:25])[S:16]([C:19]3[CH:24]=[CH:23][CH:22]=[CH:21][N:20]=3)(=[O:18])=[O:17])[CH:14]=1)[NH:11][C:10]([C:26]1[S:27][CH:28]([CH2:31][N:32]3[CH2:37][CH2:36][S:35](=[O:47])[CH2:34][CH2:33]3)[CH2:29][N:30]=1)=[CH:9]2. The yield is 0.460. (2) The product is [C:1]([O:5][C:6](=[O:18])[NH:7][CH:8]([C:13]1[NH:17][N:16]=[N:15][N:14]=1)[CH2:9][C:10]#[N:11])([CH3:4])([CH3:2])[CH3:3]. The reactants are [C:1]([O:5][C:6](=[O:18])[NH:7][CH:8]([C:13]1[NH:17][N:16]=[N:15][N:14]=1)[CH2:9][C:10](=O)[NH2:11])([CH3:4])([CH3:3])[CH3:2].N1C=CC=CC=1.FC(F)(F)C(OC(=O)C(F)(F)F)=O.C(=O)(O)[O-].[Na+]. The yield is 0.970. The catalyst is O1CCOCC1.O. (3) The catalyst is O1CCCC1. The product is [CH2:18]([O:17][C:13]1[CH:14]=[C:15]2[C:10](=[C:11]3[CH2:22][C:21]([CH3:24])([CH3:23])[O:20][C:12]=13)[C:9]([C:25]1[CH:30]=[CH:29][CH:28]=[CH:27][CH:26]=1)=[N:8][C:7]([CH2:6][NH:5][C:3](=[O:4])[CH2:2][N:33]([CH3:34])[CH3:32])([CH3:31])[CH2:16]2)[CH3:19]. The yield is 0.750. The reactants are Cl[CH2:2][C:3]([NH:5][CH2:6][C:7]1([CH3:31])[CH2:16][C:15]2[C:10](=[C:11]3[CH2:22][C:21]([CH3:24])([CH3:23])[O:20][C:12]3=[C:13]([O:17][CH2:18][CH3:19])[CH:14]=2)[C:9]([C:25]2[CH:30]=[CH:29][CH:28]=[CH:27][CH:26]=2)=[N:8]1)=[O:4].[CH3:32][NH:33][CH3:34].O. (4) The reactants are Cl[C:2]1[C:7]([C:8]#[N:9])=[C:6]([CH3:10])[N:5]=[C:4]([S:11][CH3:12])[N:3]=1.[CH3:13][C:14]1[CH:15]=[C:16]([CH:18]=[CH:19][CH:20]=1)[NH2:17].C(N(C(C)C)CC)(C)C. The catalyst is CN(C=O)C. The product is [CH3:10][C:6]1[C:7]([C:8]#[N:9])=[C:2]([NH:17][C:16]2[CH:18]=[CH:19][CH:20]=[C:14]([CH3:13])[CH:15]=2)[N:3]=[C:4]([S:11][CH3:12])[N:5]=1. The yield is 0.960. (5) The product is [C:35]([OH:38])(=[O:37])[C:22]([OH:2])=[O:23].[C:35]([OH:38])(=[O:37])[C:22]([OH:34])=[O:23].[CH3:1][O:2][C:3]1[CH:4]=[C:5]2[C:10](=[CH:11][CH:12]=1)[N:9]=[CH:8][CH:7]=[C:6]2[C@@H:13]([OH:21])[CH2:14][N:15]1[CH2:20][CH2:19][N:18]([CH2:33][CH2:32][CH2:31][CH2:30][C:24]2[CH:29]=[CH:28][CH:27]=[CH:26][CH:25]=2)[CH2:17][CH2:16]1. The yield is 0.450. The catalyst is ClCCl. The reactants are [CH3:1][O:2][C:3]1[CH:4]=[C:5]2[C:10](=[CH:11][CH:12]=1)[N:9]=[CH:8][CH:7]=[C:6]2[C@@H:13]([OH:21])[CH2:14][N:15]1[CH2:20][CH2:19][NH:18][CH2:17][CH2:16]1.[CH3:22][OH:23].[C:24]1([CH2:30][CH2:31][CH2:32][CH:33]=[O:34])[CH:29]=[CH:28][CH:27]=[CH:26][CH:25]=1.[C:35]([O:38][BH-](OC(=O)C)OC(=O)C)(=[O:37])C.[Na+].